This data is from Catalyst prediction with 721,799 reactions and 888 catalyst types from USPTO. The task is: Predict which catalyst facilitates the given reaction. (1) Reactant: [CH:1]1[C:13]2[CH:12]([CH2:14][O:15][C:16](=[O:38])[NH:17][C@@H:18]([O:33][C:34]([CH3:37])([CH3:36])[CH3:35])[C:19](=O)[O:20]N3C(=O)C4C=CC=CC=4N=N3)[C:11]3[C:6](=[CH:7][CH:8]=[CH:9][CH:10]=3)[C:5]=2[CH:4]=[CH:3][CH:2]=1.[CH3:39][NH:40][CH2:41][CH2:42][CH:43]([CH3:45])[CH3:44]. Product: [CH:1]1[C:13]2[CH:12]([CH2:14][O:15][C:16](=[O:38])[NH:17][C@@H:18]([O:33][C:34]([CH3:35])([CH3:37])[CH3:36])[C:19]([N:40]([CH3:39])[CH2:41][CH2:42][CH:43]([CH3:45])[CH3:44])=[O:20])[C:11]3[C:6](=[CH:7][CH:8]=[CH:9][CH:10]=3)[C:5]=2[CH:4]=[CH:3][CH:2]=1. The catalyst class is: 3. (2) Reactant: [F:1][C:2]1[CH:7]=[CH:6][CH:5]=[CH:4][C:3]=1[C:8]1[N:13]=[N:12][C:11]([NH2:14])=[CH:10][CH:9]=1.[Br:15][CH2:16][C:17]([O:19][CH3:20])=[O:18]. Product: [BrH:15].[F:1][C:2]1[CH:7]=[CH:6][CH:5]=[CH:4][C:3]=1[C:8]1[CH:9]=[CH:10][C:11](=[NH:14])[N:12]([CH2:16][C:17]([O:19][CH3:20])=[O:18])[N:13]=1. The catalyst class is: 10. (3) The catalyst class is: 2. Product: [Cl:40][C:37]1[CH:38]=[CH:39][C:34]([C@@H:21]([CH2:22][NH:23][CH:31]([CH3:33])[CH3:32])[C:20]([N:17]2[CH2:16][CH2:15][N:14]([C:12]3[CH:11]=[CH:10][N:9]=[C:8]4[NH:7][CH:6]=[C:5]([NH:4][C:1](=[O:3])[CH3:2])[C:13]=34)[CH2:19][CH2:18]2)=[O:41])=[CH:35][CH:36]=1. Reactant: [C:1]([NH:4][C:5]1[C:13]2[C:8](=[N:9][CH:10]=[CH:11][C:12]=2[N:14]2[CH2:19][CH2:18][N:17]([C:20](=[O:41])[C@@H:21]([C:34]3[CH:39]=[CH:38][C:37]([Cl:40])=[CH:36][CH:35]=3)[CH2:22][N:23]([CH:31]([CH3:33])[CH3:32])C(=O)OC(C)(C)C)[CH2:16][CH2:15]2)[NH:7][CH:6]=1)(=[O:3])[CH3:2].C(O)(C(F)(F)F)=O.C1(N)C(F)=C(F)C(F)=C(N)C=1F.Cl.Cl. (4) Product: [CH3:22][C:23](=[N:1][N:3]1[C:12]2[C:7](=[CH:8][CH:9]=[CH:10][CH:11]=2)[CH2:6][CH:5]([C:13]2[CH:18]=[CH:17][N:16]=[CH:15][CH:14]=2)[CH2:4]1)[CH3:25]. The catalyst class is: 401. Reactant: [N:1]([N:3]1[C:12]2[C:7](=[CH:8][CH:9]=[CH:10][CH:11]=2)[CH2:6][CH:5]([C:13]2[CH:18]=[CH:17][N:16]=[CH:15][CH:14]=2)[CH2:4]1)=O.[Cl-].[NH4+].O.[CH3:22][C:23]([CH3:25])=O. (5) Reactant: [CH3:1][O:2][C:3]1[CH:4]=[C:5]2[C:10](=[CH:11][CH:12]=1)[C:9](=[O:13])[NH:8][CH:7]=[CH:6]2.C1C(=O)N([Cl:21])C(=O)C1. Product: [Cl:21][C:6]1[C:5]2[C:10](=[CH:11][CH:12]=[C:3]([O:2][CH3:1])[CH:4]=2)[C:9](=[O:13])[NH:8][CH:7]=1. The catalyst class is: 10. (6) Reactant: C([O:3][C:4](=[O:32])[CH2:5][CH2:6][CH2:7][C:8]1[CH:13]=[CH:12][C:11]([NH:14][C:15]2[CH:20]=[C:19]([C:21]3[CH:26]=[C:25]([Cl:27])[CH:24]=[CH:23][C:22]=3[O:28][CH2:29][CH3:30])[N:18]=[C:17]([NH2:31])[N:16]=2)=[CH:10][CH:9]=1)C.[OH-].[Na+].[Cl-].[Na+].Cl. Product: [NH2:31][C:17]1[N:16]=[C:15]([NH:14][C:11]2[CH:12]=[CH:13][C:8]([CH2:7][CH2:6][CH2:5][C:4]([OH:32])=[O:3])=[CH:9][CH:10]=2)[CH:20]=[C:19]([C:21]2[CH:26]=[C:25]([Cl:27])[CH:24]=[CH:23][C:22]=2[O:28][CH2:29][CH3:30])[N:18]=1. The catalyst class is: 336. (7) Reactant: [Cl:1][C:2]1[C:7]([C:8]#[N:9])=[CH:6][C:5]([F:10])=[C:4]([Cl:11])[N:3]=1.S(=O)(=O)(O)[OH:13]. Product: [Cl:1][C:2]1[N:3]=[C:4]([Cl:11])[C:5]([F:10])=[CH:6][C:7]=1[C:8]([NH2:9])=[O:13]. The catalyst class is: 6. (8) Reactant: [F:1][C:2]1[S:6][C:5]2[C:7]3([O:22][CH2:23][CH2:24][C:4]=2[CH:3]=1)[CH2:12][CH2:11][N:10]([CH2:13][CH2:14][C:15]([O:17][C:18]([CH3:21])([CH3:20])[CH3:19])=[O:16])[CH2:9][CH2:8]3.C[Si]([N-][Si](C)(C)C)(C)C.[Li+].CN1CCCN(C)C1=O.[F:44][C:45]1[CH:52]=[CH:51][CH:50]=[CH:49][C:46]=1[CH2:47]Br. Product: [F:44][C:45]1[CH:52]=[CH:51][CH:50]=[CH:49][C:46]=1[CH2:47][CH:14]([CH2:13][N:10]1[CH2:11][CH2:12][C:7]2([C:5]3[S:6][C:2]([F:1])=[CH:3][C:4]=3[CH2:24][CH2:23][O:22]2)[CH2:8][CH2:9]1)[C:15]([O:17][C:18]([CH3:19])([CH3:20])[CH3:21])=[O:16]. The catalyst class is: 7. (9) Reactant: CN(C)CCO.[Li].[CH:8]1[C:17]2[C:12](=[CH:13][CH:14]=[CH:15][CH:16]=2)[CH:11]=[C:10]([N:18]2[CH2:23][CH2:22][N:21]([C:24]([O:26][C:27]([CH3:30])([CH3:29])[CH3:28])=[O:25])[CH2:20][CH2:19]2)[N:9]=1.[F:31][C:32]1[N:43]=[CH:42][CH:41]=[CH:40][C:33]=1[C:34](N(OC)C)=[O:35]. Product: [F:31][C:32]1[N:43]=[CH:42][CH:41]=[CH:40][C:33]=1[C:34]([C:8]1[C:17]2[C:12](=[CH:13][CH:14]=[CH:15][CH:16]=2)[CH:11]=[C:10]([N:18]2[CH2:19][CH2:20][N:21]([C:24]([O:26][C:27]([CH3:30])([CH3:29])[CH3:28])=[O:25])[CH2:22][CH2:23]2)[N:9]=1)=[O:35]. The catalyst class is: 1.